This data is from Peptide-MHC class II binding affinity with 134,281 pairs from IEDB. The task is: Regression. Given a peptide amino acid sequence and an MHC pseudo amino acid sequence, predict their binding affinity value. This is MHC class II binding data. The peptide sequence is KKGGEAMDTISVFLH. The MHC is HLA-DQA10201-DQB10303 with pseudo-sequence HLA-DQA10201-DQB10303. The binding affinity (normalized) is 0.408.